From a dataset of Catalyst prediction with 721,799 reactions and 888 catalyst types from USPTO. Predict which catalyst facilitates the given reaction. Reactant: [F:1][C:2]1[CH:3]=[C:4]2[C:9](=[CH:10][C:11]=1[CH:12]=[O:13])[O:8][CH2:7][CH:6]([CH2:14][CH2:15][CH2:16][CH2:17][CH3:18])[CH2:5]2.[BH4-].[Na+]. Product: [F:1][C:2]1[CH:3]=[C:4]2[C:9](=[CH:10][C:11]=1[CH2:12][OH:13])[O:8][CH2:7][CH:6]([CH2:14][CH2:15][CH2:16][CH2:17][CH3:18])[CH2:5]2. The catalyst class is: 40.